From a dataset of Full USPTO retrosynthesis dataset with 1.9M reactions from patents (1976-2016). Predict the reactants needed to synthesize the given product. (1) Given the product [CH3:25][C:24]1[N:1]([C:2]2[CH:12]=[CH:11][C:5]3[N:6]([CH3:10])[C:7](=[O:9])[O:8][C:4]=3[CH:3]=2)[C:19](=[O:20])[NH:18][C:16](=[O:17])[C:15]=1[C:13]#[N:14], predict the reactants needed to synthesize it. The reactants are: [NH2:1][C:2]1[CH:12]=[CH:11][C:5]2[N:6]([CH3:10])[C:7](=[O:9])[O:8][C:4]=2[CH:3]=1.[C:13]([C:15](=[C:24](OCC)[CH3:25])[C:16]([NH:18][C:19](=O)[O:20]CC)=[O:17])#[N:14].CC(C)([O-])C.[K+].Cl. (2) Given the product [O:58]1[CH2:57][CH2:56][N:27]=[C:26]1[C:28]1[CH:29]=[C:30]([C:34]2[CH:35]=[N:36][C:37]([NH:49][C:50]([NH:52][CH2:53][CH3:54])=[O:51])=[CH:38][C:39]=2[C:40]2[S:41][CH:42]=[C:43]([C:45]([F:47])([F:46])[F:48])[N:44]=2)[CH:31]=[N:32][CH:33]=1, predict the reactants needed to synthesize it. The reactants are: FC(F)(F)S([O-])(=O)=O.[Bi+3].FC(F)(F)S([O-])(=O)=O.FC(F)(F)S([O-])(=O)=O.[C:26]([C:28]1[CH:29]=[C:30]([C:34]2[CH:35]=[N:36][C:37]([NH:49][C:50]([NH:52][CH2:53][CH3:54])=[O:51])=[CH:38][C:39]=2[C:40]2[S:41][CH:42]=[C:43]([C:45]([F:48])([F:47])[F:46])[N:44]=2)[CH:31]=[N:32][CH:33]=1)#[N:27].N[CH2:56][CH2:57][OH:58]. (3) Given the product [CH:1]1([C@@H:6]2[NH:11][C:10](=[O:12])[C@H:9]([CH2:13][CH:14]([CH3:16])[CH3:15])[N:8]([C:27]([C@@H:25]3[CH2:26][C@H:24]3[C:21]3[CH:20]=[CH:19][C:18]([Br:17])=[CH:23][CH:22]=3)=[O:28])[CH2:7]2)[CH2:2][CH2:3][CH2:4][CH2:5]1, predict the reactants needed to synthesize it. The reactants are: [CH:1]1([C@@H:6]2[NH:11][C:10](=[O:12])[C@H:9]([CH2:13][CH:14]([CH3:16])[CH3:15])[NH:8][CH2:7]2)[CH2:5][CH2:4][CH2:3][CH2:2]1.[Br:17][C:18]1[CH:23]=[CH:22][C:21]([C@@H:24]2[CH2:26][C@H:25]2[C:27](O)=[O:28])=[CH:20][CH:19]=1.C([C@@H]1N(C([C@@H]2C[C@H]2C2C=CC=CC=2)=O)C[C@H](CC(C)C)NC1=O)C(C)C. (4) Given the product [N:21]1([C:27]([N:13]2[CH2:14][CH:9]([C:6]3[CH:7]=[CH:8][C:3]([C:2]([F:19])([F:1])[F:20])=[CH:4][CH:5]=3)[CH2:10][CH:11]([C:15]([O:17][CH3:18])=[O:16])[CH2:12]2)=[O:28])[CH2:26][CH2:25][O:24][CH2:23][CH2:22]1, predict the reactants needed to synthesize it. The reactants are: [F:1][C:2]([F:20])([F:19])[C:3]1[CH:8]=[CH:7][C:6]([CH:9]2[CH2:14][NH:13][CH2:12][CH:11]([C:15]([O:17][CH3:18])=[O:16])[CH2:10]2)=[CH:5][CH:4]=1.[N:21]1([C:27](Cl)=[O:28])[CH2:26][CH2:25][O:24][CH2:23][CH2:22]1. (5) Given the product [S:3]1[CH:4]=[CH:5][N:6]=[C:2]1[NH:1][C:8](=[O:9])[O:10][C:11]1[CH:16]=[CH:15][CH:14]=[CH:13][CH:12]=1, predict the reactants needed to synthesize it. The reactants are: [NH2:1][C:2]1[S:3][CH:4]=[CH:5][N:6]=1.Cl[C:8]([O:10][C:11]1[CH:16]=[CH:15][CH:14]=[CH:13][CH:12]=1)=[O:9].